From a dataset of Reaction yield outcomes from USPTO patents with 853,638 reactions. Predict the reaction yield, written as a fraction of the theoretical maximum amount of product (1.0 means a 100% yield; for example, 0.34 means a 34% yield). (1) The reactants are [Cl:1][S:2]([OH:5])(=O)=[O:3].[Br:6][C:7]1[CH:8]=[CH:9][C:10]([NH2:13])=[N:11][CH:12]=1. No catalyst specified. The product is [NH2:13][C:10]1[C:9]([S:2]([Cl:1])(=[O:5])=[O:3])=[CH:8][C:7]([Br:6])=[CH:12][N:11]=1. The yield is 0.770. (2) The reactants are [Br:1][C:2]1[CH:3]=[C:4]2[C:9](=[CH:10][CH:11]=1)[O:8][C:7]([CH2:13][CH2:14][CH2:15][O:16][Si](C(C)(C)C)(C)C)([CH3:12])[C:6](=[N+:24]=[N-:25])[C:5]2=[O:26].C1COCC1.C(O)(=O)C. The catalyst is O. The product is [Br:1][C:2]1[CH:3]=[C:4]2[C:9](=[CH:10][CH:11]=1)[O:8][C:7]([CH2:13][CH2:14][CH2:15][OH:16])([CH3:12])[C:6](=[N+:24]=[N-:25])[C:5]2=[O:26]. The yield is 0.520. (3) The reactants are [CH2:1]([O:5][C:6]1[C:18]([O:19][CH3:20])=[CH:17][CH:16]=[CH:15][C:7]=1[CH2:8][N:9]([CH3:14])[C:10](=[O:13])[CH:11]=[CH2:12])[CH:2]([CH3:4])[CH3:3].C(N(C(C)C)CC)(C)C.Br[C:31]1[CH:44]=[N:43][C:34]2[NH:35][C:36](=[O:42])[C:37]([CH3:41])([CH3:40])[NH:38][CH2:39][C:33]=2[CH:32]=1.CC1C=CC=CC=1P(C1C=CC=CC=1C)C1C=CC=CC=1C. The catalyst is C(#N)CC.CN(C=O)C.CC([O-])=O.CC([O-])=O.[Pd+2]. The yield is 0.320. The product is [CH3:40][C:37]1([CH3:41])[C:36](=[O:42])[NH:35][C:34]2[N:43]=[CH:44][C:31](/[CH:12]=[CH:11]/[C:10]([N:9]([CH2:8][C:7]3[CH:15]=[CH:16][CH:17]=[C:18]([O:19][CH3:20])[C:6]=3[O:5][CH2:1][CH:2]([CH3:3])[CH3:4])[CH3:14])=[O:13])=[CH:32][C:33]=2[CH2:39][NH:38]1.